This data is from Blood-brain barrier permeability classification from the B3DB database. The task is: Regression/Classification. Given a drug SMILES string, predict its absorption, distribution, metabolism, or excretion properties. Task type varies by dataset: regression for continuous measurements (e.g., permeability, clearance, half-life) or binary classification for categorical outcomes (e.g., BBB penetration, CYP inhibition). Dataset: b3db_classification. (1) The drug is CC/C=C(/C(=O)N[C@H]1C(=O)N2C(C(=O)O)=C(COC(N)=O)CS[C@@H]12)c1csc(N)n1. The result is 0 (does not penetrate BBB). (2) The drug is CC[C@H]1OC(=O)[C@H](C)[C@@H](O[C@H]2C[C@@](C)(OC)[C@@H](O)[C@H](C)O2)[C@H](C)[C@@H](O[C@@H]2O[C@H](C)C[C@H](N(C)C)[C@H]2O)[C@](C)(O)C[C@](C)(F)C(=O)[C@H](C)[C@@H](O)[C@]1(C)O. The result is 0 (does not penetrate BBB). (3) The compound is C[C@H](N)C(=O)OC(C)(C)Cc1ccc(Cl)cc1. The result is 1 (penetrates BBB). (4) The compound is CC(=O)OCC(=O)[C@@]1(O)[C@H](C)C[C@H]2C3C=C(C)C4=Cc5c(cnn5-c5ccccc5)C[C@]4(C)[C@H]3[C@@H](O)C[C@@]21C. The result is 1 (penetrates BBB).